Dataset: Peptide-MHC class I binding affinity with 185,985 pairs from IEDB/IMGT. Task: Regression. Given a peptide amino acid sequence and an MHC pseudo amino acid sequence, predict their binding affinity value. This is MHC class I binding data. (1) The peptide sequence is QELKNSAVSL. The MHC is HLA-A03:01 with pseudo-sequence HLA-A03:01. The binding affinity (normalized) is 0. (2) The peptide sequence is ERYFRIHSL. The MHC is Mamu-B08 with pseudo-sequence Mamu-B08. The binding affinity (normalized) is 0.560.